This data is from Full USPTO retrosynthesis dataset with 1.9M reactions from patents (1976-2016). The task is: Predict the reactants needed to synthesize the given product. (1) Given the product [Cl:27][C:28]1[CH:29]=[C:30]([OH:48])[CH:31]=[C:32]([NH:34][C:35]2[C:36]3[C:43]4[CH2:44][CH2:45][N:46]([C:5](=[O:7])/[CH:4]=[CH:3]/[CH2:2][N:11]5[CH2:10][CH:9]6[O:16][CH:13]([CH2:14][CH2:15]6)[CH2:12]5)[CH2:47][C:42]=4[S:41][C:37]=3[N:38]=[CH:39][N:40]=2)[CH:33]=1, predict the reactants needed to synthesize it. The reactants are: Br[CH2:2]/[CH:3]=[CH:4]/[C:5]([OH:7])=O.Cl.[CH:9]12[O:16][CH:13]([CH2:14][CH2:15]1)[CH2:12][NH:11][CH2:10]2.CCN(C(C)C)C(C)C.Cl.[Cl:27][C:28]1[CH:29]=[C:30]([OH:48])[CH:31]=[C:32]([NH:34][C:35]2[C:36]3[C:43]4[CH2:44][CH2:45][NH:46][CH2:47][C:42]=4[S:41][C:37]=3[N:38]=[CH:39][N:40]=2)[CH:33]=1.CCN=C=NCCCN(C)C. (2) Given the product [CH3:1][O:2][C:3]1[CH:4]=[CH:5][CH:6]=[C:7]2[C:11]=1[NH:10][CH:9]=[C:8]2[C:12]([NH:42][CH2:41][C:40]1[CH:43]=[CH:44][CH:45]=[C:38]([CH3:37])[CH:39]=1)=[O:14], predict the reactants needed to synthesize it. The reactants are: [CH3:1][O:2][C:3]1[CH:4]=[CH:5][CH:6]=[C:7]2[C:11]=1[NH:10][CH:9]=[C:8]2[C:12]([OH:14])=O.ON1C2C=CC=CC=2N=N1.CCN=C=NCCCN(C)C.Cl.[CH3:37][C:38]1[CH:39]=[C:40]([CH:43]=[CH:44][CH:45]=1)[CH2:41][NH2:42]. (3) The reactants are: [Br:1][C:2]1[CH:7]=[CH:6][C:5]([C:8]2[N:17]=[C:16](Cl)[C:15]3[C:10](=[CH:11][C:12]([Cl:19])=[CH:13][CH:14]=3)[N:9]=2)=[CH:4][CH:3]=1.[NH2:20][C:21]1[CH:26]=[CH:25][CH:24]=[CH:23][CH:22]=1. Given the product [Br:1][C:2]1[CH:7]=[CH:6][C:5]([C:8]2[N:17]=[C:16]([NH:20][C:21]3[CH:26]=[CH:25][CH:24]=[CH:23][CH:22]=3)[C:15]3[C:10](=[CH:11][C:12]([Cl:19])=[CH:13][CH:14]=3)[N:9]=2)=[CH:4][CH:3]=1, predict the reactants needed to synthesize it. (4) Given the product [C:22]([NH:26][C:19]([C:11]1[CH:12]=[C:13]([C:14]2[NH:15][CH:16]=[CH:17][CH:18]=2)[N:9]([C:6]2[CH:7]=[N:8][C:3]([O:2][CH3:1])=[CH:4][CH:5]=2)[N:10]=1)=[O:21])([CH3:25])([CH3:24])[CH3:23], predict the reactants needed to synthesize it. The reactants are: [CH3:1][O:2][C:3]1[N:8]=[CH:7][C:6]([N:9]2[C:13]([C:14]3[NH:15][CH:16]=[CH:17][CH:18]=3)=[CH:12][C:11]([C:19]([OH:21])=O)=[N:10]2)=[CH:5][CH:4]=1.[C:22]([NH2:26])([CH3:25])([CH3:24])[CH3:23]. (5) Given the product [Cl:31][C:32]1[CH:37]=[CH:36][C:35]([O:41][CH2:42][CH3:43])=[C:34]([C:18]2[N:19]([C:24]([O:26][C:27]([CH3:28])([CH3:29])[CH3:30])=[O:25])[CH2:20][CH2:21][O:22][CH:23]=2)[CH:33]=1, predict the reactants needed to synthesize it. The reactants are: O(P(O[C:18]1[N:19]([C:24]([O:26][C:27]([CH3:30])([CH3:29])[CH3:28])=[O:25])[CH2:20][CH2:21][O:22][CH:23]=1)(OC1C=CC=CC=1)=O)C1C=CC=CC=1.[Cl:31][C:32]1[CH:33]=[CH:34][C:35]([O:41][CH2:42][CH3:43])=[C:36](B(O)O)[CH:37]=1. (6) Given the product [OH:34][CH2:33][C@@H:31]1[C@H:30]([CH3:35])[O:29][C:28]([C:26]2[NH:27][C:23]([C:8]3[CH:7]=[C:6]([CH:11]=[C:10]([O:12][C:13]4[CH:14]=[N:15][C:16]([S:19]([CH3:22])(=[O:21])=[O:20])=[CH:17][CH:18]=4)[CH:9]=3)[O:5][C@@H:4]([CH3:36])[CH2:3][OH:2])=[CH:24][CH:25]=2)=[N:32]1, predict the reactants needed to synthesize it. The reactants are: C[O:2][CH2:3][C@H:4]([CH3:36])[O:5][C:6]1[CH:7]=[C:8]([C:23]2[NH:27][C:26]([C:28]3[O:29][C@@H:30]([CH3:35])[C@@H:31]([CH2:33][OH:34])[N:32]=3)=[CH:25][CH:24]=2)[CH:9]=[C:10]([O:12][C:13]2[CH:14]=[N:15][C:16]([S:19]([CH3:22])(=[O:21])=[O:20])=[CH:17][CH:18]=2)[CH:11]=1.B(Br)(Br)Br.C(=O)([O-])O.[Na+]. (7) Given the product [ClH:19].[CH3:14][C@@H:12]1[CH2:13][NH:8][CH2:9][C@H:10]([CH3:18])[N:11]1[C:15](=[O:17])[CH3:16], predict the reactants needed to synthesize it. The reactants are: C(OC([N:8]1[CH2:13][C@@H:12]([CH3:14])[N:11]([C:15](=[O:17])[CH3:16])[C@@H:10]([CH3:18])[CH2:9]1)=O)(C)(C)C.[ClH:19].CCOCC.